Task: Predict the reaction yield, written as a fraction of the theoretical maximum amount of product (1.0 means a 100% yield; for example, 0.34 means a 34% yield).. Dataset: Reaction yield outcomes from USPTO patents with 853,638 reactions The reactants are Cl.[CH2:2]1[C:11]2[C:6](=[CH:7][CH:8]=[CH:9][CH:10]=2)[CH2:5][CH:4]([C:12]([OH:14])=O)[NH:3]1.C([N:17](CC)CC)C.[CH2:22]([O:26][C:27]1[CH:32]=[CH:31][C:30]([S:33](Cl)(=[O:35])=[O:34])=[CH:29][CH:28]=1)[C:23]#[C:24][CH3:25].C1COCC1.[OH2:42]. The catalyst is C(OCC)(=O)C. The product is [OH:42][NH:17][C:12]([CH:4]1[CH2:5][C:6]2[C:11](=[CH:10][CH:9]=[CH:8][CH:7]=2)[CH2:2][N:3]1[S:33]([C:30]1[CH:31]=[CH:32][C:27]([O:26][CH2:22][C:23]#[C:24][CH3:25])=[CH:28][CH:29]=1)(=[O:35])=[O:34])=[O:14]. The yield is 0.760.